From a dataset of Reaction yield outcomes from USPTO patents with 853,638 reactions. Predict the reaction yield, written as a fraction of the theoretical maximum amount of product (1.0 means a 100% yield; for example, 0.34 means a 34% yield). (1) The reactants are Cl.[NH2:2][CH2:3][C:4]1[CH:12]=[CH:11][CH:10]=[C:9]2[C:5]=1[C:6](=[O:22])[N:7]([CH:14]1[CH2:19][CH2:18][C:17](=[O:20])[NH:16][C:15]1=[O:21])[C:8]2=[O:13].C(N(C(C)C)CC)(C)C.[C:32](Cl)(=[O:42])[C:33]1[CH:41]=[CH:40][C:39]2[O:38][CH2:37][O:36][C:35]=2[CH:34]=1. The catalyst is C(Cl)Cl. The product is [O:21]=[C:15]1[CH:14]([N:7]2[C:6](=[O:22])[C:5]3[C:9](=[CH:10][CH:11]=[CH:12][C:4]=3[CH2:3][NH:2][C:32]([C:33]3[CH:41]=[CH:40][C:39]4[O:38][CH2:37][O:36][C:35]=4[CH:34]=3)=[O:42])[C:8]2=[O:13])[CH2:19][CH2:18][C:17](=[O:20])[NH:16]1. The yield is 0.850. (2) The reactants are [F:1][C:2]1[CH:7]=[CH:6][C:5](I)=[CH:4][C:3]=1[C:9]([F:12])([F:11])[F:10].[C:13]([C:15]1[CH:16]=[N:17][CH:18]=[C:19]([O:21][CH3:22])[CH:20]=1)#[CH:14]. The catalyst is C(N(CC)CC)C.C1(C=CC=CC=1)[P](C1C=CC=CC=1)(C1C=CC=CC=1)[Pd][P](C1C=CC=CC=1)(C1C=CC=CC=1)C1C=CC=CC=1.[Cu]I. The product is [F:1][C:2]1[CH:7]=[CH:6][C:5]([C:14]#[C:13][C:15]2[CH:16]=[N:17][CH:18]=[C:19]([O:21][CH3:22])[CH:20]=2)=[CH:4][C:3]=1[C:9]([F:12])([F:11])[F:10]. The yield is 0.990. (3) The reactants are [F:1][C:2]1[CH:7]=[CH:6][C:5](B(O)O)=[CH:4][CH:3]=1.[N:11]1([C:17]([NH2:19])=[O:18])[CH2:16][CH2:15][O:14][CH2:13][CH2:12]1.Br[C:21]1[CH:22]=[N:23][CH:24]=[C:25]([CH:29]=1)[C:26]([OH:28])=[O:27].C([O-])([O-])=O.[Na+].[Na+]. The catalyst is C1COCC1.O. The product is [N:11]1([C:17]([NH2:19])=[O:18])[CH2:16][CH2:15][O:14][CH2:13][CH2:12]1.[F:1][C:2]1[CH:7]=[CH:6][C:5]([C:21]2[CH:29]=[C:25]([C:26]([OH:28])=[O:27])[CH:24]=[N:23][CH:22]=2)=[CH:4][CH:3]=1. The yield is 0.930.